Dataset: Full USPTO retrosynthesis dataset with 1.9M reactions from patents (1976-2016). Task: Predict the reactants needed to synthesize the given product. (1) The reactants are: Br[C:2]1[CH:3]=[CH:4][C:5]2[O:6][CH2:7][C:8](=[O:21])[N:9]([CH2:12][C:13]3[CH:18]=[CH:17][C:16]([O:19][CH3:20])=[CH:15][CH:14]=3)[C:10]=2[N:11]=1.[O:22]=[C:23]1[NH:28][CH2:27][CH:26]2[CH2:29][CH2:30][N:31](C(OC(C)(C)C)=O)[CH2:32][CH:25]2[O:24]1. Given the product [CH3:20][O:19][C:16]1[CH:17]=[CH:18][C:13]([CH2:12][N:9]2[C:8](=[O:21])[CH2:7][O:6][C:5]3[CH:4]=[CH:3][C:2]([N:28]4[CH2:27][CH:26]5[CH2:29][CH2:30][NH:31][CH2:32][CH:25]5[O:24][C:23]4=[O:22])=[N:11][C:10]2=3)=[CH:14][CH:15]=1, predict the reactants needed to synthesize it. (2) Given the product [CH2:16]([CH:23]1[CH2:27][CH2:26][N:25]([C:2]2[N:7]=[N:6][C:5]([C:8]([NH:10][CH2:11][CH2:12][CH:13]([CH3:15])[CH3:14])=[O:9])=[CH:4][CH:3]=2)[CH2:24]1)[C:17]1[CH:22]=[CH:21][CH:20]=[CH:19][CH:18]=1, predict the reactants needed to synthesize it. The reactants are: Cl[C:2]1[N:7]=[N:6][C:5]([C:8]([NH:10][CH2:11][CH2:12][CH:13]([CH3:15])[CH3:14])=[O:9])=[CH:4][CH:3]=1.[CH2:16]([CH:23]1[CH2:27][CH2:26][NH:25][CH2:24]1)[C:17]1[CH:22]=[CH:21][CH:20]=[CH:19][CH:18]=1. (3) The reactants are: [NH2:1][C:2]1[C:3]([C:10]([NH2:12])=[O:11])=[N:4][NH:5][C:6]=1[CH:7]([CH3:9])[CH3:8].N[C:14](N)=[O:15].C(O)(=O)C. Given the product [OH:15][C:14]1[N:12]=[C:10]([OH:11])[C:3]2[NH:4][N:5]=[C:6]([CH:7]([CH3:9])[CH3:8])[C:2]=2[N:1]=1, predict the reactants needed to synthesize it. (4) Given the product [C:19]([O:23][C:24](=[O:33])[NH:25][C@H:26]1[CH2:27][CH2:28][C@@H:29]([NH:32][C:2]2[CH:7]=[C:6]([Cl:8])[N:5]=[C:4]([CH3:9])[N:3]=2)[CH2:30][CH2:31]1)([CH3:22])([CH3:20])[CH3:21], predict the reactants needed to synthesize it. The reactants are: Cl[C:2]1[CH:7]=[C:6]([Cl:8])[N:5]=[C:4]([CH3:9])[N:3]=1.CCN(C(C)C)C(C)C.[C:19]([O:23][C:24](=[O:33])[NH:25][C@H:26]1[CH2:31][CH2:30][C@@H:29]([NH2:32])[CH2:28][CH2:27]1)([CH3:22])([CH3:21])[CH3:20]. (5) Given the product [O:10]=[C:8]1[N:7]([C:11]([O:13][C:14]([CH3:17])([CH3:16])[CH3:15])=[O:12])[CH:6]2[C:18]3[C:3]([CH2:4][CH:5]2[CH2:9]1)=[C:2]([C:27]1[CH:28]=[N:29][CH:30]=[CH:31][CH:32]=1)[CH:21]=[CH:20][CH:19]=3, predict the reactants needed to synthesize it. The reactants are: Br[C:2]1[CH:21]=[CH:20][CH:19]=[C:18]2[C:3]=1[CH2:4][CH:5]1[CH2:9][C:8](=[O:10])[N:7]([C:11]([O:13][C:14]([CH3:17])([CH3:16])[CH3:15])=[O:12])[CH:6]12.C([Sn](CCCC)(CCCC)[C:27]1[CH:28]=[N:29][CH:30]=[CH:31][CH:32]=1)CCC. (6) Given the product [CH2:3]([O:5][C:6](=[O:26])[N:7]([C:15]1[CH:20]=[C:19]([NH:2][CH3:1])[N:18]=[C:17]([NH2:22])[C:16]=1[N+:23]([O-:25])=[O:24])[CH2:8][C:9]1[CH:14]=[CH:13][CH:12]=[CH:11][CH:10]=1)[CH3:4], predict the reactants needed to synthesize it. The reactants are: [CH3:1][NH2:2].[CH2:3]([O:5][C:6](=[O:26])[N:7]([C:15]1[CH:20]=[C:19](Br)[N:18]=[C:17]([NH2:22])[C:16]=1[N+:23]([O-:25])=[O:24])[CH2:8][C:9]1[CH:14]=[CH:13][CH:12]=[CH:11][CH:10]=1)[CH3:4]. (7) Given the product [OH:3][CH2:4][C:6]1[CH:14]=[CH:13][C:12]2[N:11]([CH2:15][CH:16]([C:17]3[CH:22]=[CH:21][N:20]=[CH:19][CH:18]=3)[OH:23])[C:10]3[CH2:24][CH2:25][NH:26][CH2:27][C:9]=3[C:8]=2[CH:7]=1, predict the reactants needed to synthesize it. The reactants are: C([O:3][C:4]([C:6]1[CH:14]=[CH:13][C:12]2[N:11]([CH2:15][CH:16]([OH:23])[C:17]3[CH:22]=[CH:21][N:20]=[CH:19][CH:18]=3)[C:10]3[CH2:24][CH2:25][NH:26][CH2:27][C:9]=3[C:8]=2[CH:7]=1)=O)C.[H-].[H-].[H-].[H-].[Li+].[Al+3].